Dataset: Reaction yield outcomes from USPTO patents with 853,638 reactions. Task: Predict the reaction yield, written as a fraction of the theoretical maximum amount of product (1.0 means a 100% yield; for example, 0.34 means a 34% yield). The reactants are [N:1]([C:4]1[CH:9]=[CH:8][C:7]([O:10][CH:11]([F:13])[F:12])=[CH:6][CH:5]=1)=[N+:2]=[N-:3].C1COCC1.[C:19]([O:23][CH2:24][CH3:25])(=[O:22])[C:20]#[CH:21].N1C(C)=CC=CC=1C. The catalyst is [Cu]I.C(OCC)(=O)C.O.CS(C)=O. The product is [F:13][CH:11]([F:12])[O:10][C:7]1[CH:8]=[CH:9][C:4]([N:1]2[CH:21]=[C:20]([C:19]([O:23][CH2:24][CH3:25])=[O:22])[N:3]=[N:2]2)=[CH:5][CH:6]=1. The yield is 0.840.